This data is from Reaction yield outcomes from USPTO patents with 853,638 reactions. The task is: Predict the reaction yield, written as a fraction of the theoretical maximum amount of product (1.0 means a 100% yield; for example, 0.34 means a 34% yield). (1) The reactants are C([O:3][C:4](=O)[C:5]1[CH:10]=[CH:9][C:8]([N:11]2[C:15]([NH:16][C:17]([NH:19][C:20]3[C:29]4[C:24](=[CH:25][CH:26]=[CH:27][CH:28]=4)[CH:23]=[CH:22][CH:21]=3)=[O:18])=[CH:14][C:13]([C:30](C)([CH3:32])[CH3:31])=[N:12]2)=[CH:7][CH:6]=1)C.[H-].[H-].[H-].[H-].[Li+].[Al+3]. The catalyst is C1COCC1. The product is [OH:3][CH2:4][C:5]1[CH:10]=[CH:9][C:8]([N:11]2[C:15]([NH:16][C:17]([NH:19][C:20]3[C:29]4[C:24](=[CH:25][CH:26]=[CH:27][CH:28]=4)[CH:23]=[CH:22][CH:21]=3)=[O:18])=[CH:14][C:13]([CH:30]([CH3:32])[CH3:31])=[N:12]2)=[CH:7][CH:6]=1. The yield is 0.920. (2) The reactants are [Cl:1][C:2]1[CH:18]=[CH:17][C:16]([C:19]2[CH2:20][CH2:21][N:22]([C@H:25]3[CH2:30][CH2:29][CH2:28][NH:27][CH2:26]3)[CH2:23][CH:24]=2)=[CH:15][C:3]=1[NH:4][C@@H:5]([C:7]1[CH:12]=[CH:11][C:10]([Cl:13])=[CH:9][C:8]=1[Cl:14])[CH3:6].[C:31](=[O:34])([O-])[O-:32].[K+].[K+].[CH3:37]N1CCCC1=O. The catalyst is C(OCC)(=O)C. The product is [Cl:1][C:2]1[CH:18]=[CH:17][C:16]([C:19]2[CH2:20][CH2:21][N:22]([C@H:25]3[CH2:30][CH2:29][CH2:28][N:27]([CH2:37][C:31]([OH:32])=[O:34])[CH2:26]3)[CH2:23][CH:24]=2)=[CH:15][C:3]=1[NH:4][C@@H:5]([C:7]1[CH:12]=[CH:11][C:10]([Cl:13])=[CH:9][C:8]=1[Cl:14])[CH3:6]. The yield is 0.350. (3) The reactants are C([Li])(C)(C)C.Br[C:7]1[CH:8]=[C:9]2[C:13](=[CH:14][CH:15]=1)[N:12]([Si:16]([CH:23]([CH3:25])[CH3:24])([CH:20]([CH3:22])[CH3:21])[CH:17]([CH3:19])[CH3:18])[CH:11]=[CH:10]2.[C:26]([O:30][C:31]([N:33]1[CH2:37][CH2:36][CH:35]([C:38](=[O:43])N(OC)C)[CH2:34]1)=[O:32])([CH3:29])([CH3:28])[CH3:27]. The catalyst is C1COCC1. The product is [C:26]([O:30][C:31]([N:33]1[CH2:37][CH2:36][CH:35]([C:38]([C:7]2[CH:8]=[C:9]3[C:13](=[CH:14][CH:15]=2)[N:12]([Si:16]([CH:17]([CH3:18])[CH3:19])([CH:20]([CH3:22])[CH3:21])[CH:23]([CH3:24])[CH3:25])[CH:11]=[CH:10]3)=[O:43])[CH2:34]1)=[O:32])([CH3:29])([CH3:28])[CH3:27]. The yield is 0.560. (4) The reactants are C(#N)CC#N.[C:6]([O-:9])([O-])=O.[K+].[K+].Cl[C:13]1[N:18]=[C:17]([N:19]2[CH2:24][CH2:23][CH:22]([C:25]3[C:33]4[C:28](=[N:29][CH:30]=[N:31][CH:32]=4)[NH:27][N:26]=3)[CH2:21][CH2:20]2)[N:16]=[C:15]([O:34][CH2:35][C:36]2([C:39]#[N:40])[CH2:38][CH2:37]2)[N:14]=1.[C:41]12([NH2:46])[CH2:45][CH:43]([CH2:44]1)[CH2:42]2.C1C=C(Cl)C=C(C(OO)=O)C=1. The catalyst is CC#N.O. The product is [C:41]12([NH:46][C:6]([C:13]3[N:14]=[C:15]([O:34][CH2:35][C:36]4([C:39]#[N:40])[CH2:38][CH2:37]4)[N:16]=[C:17]([N:19]4[CH2:24][CH2:23][CH:22]([C:25]5[C:33]6[C:28](=[N:29][CH:30]=[N:31][CH:32]=6)[NH:27][N:26]=5)[CH2:21][CH2:20]4)[N:18]=3)=[O:9])[CH2:45][CH:43]([CH2:44]1)[CH2:42]2. The yield is 0.210. (5) The reactants are [Br:1][C:2]1[C:3]([N:9]([CH:16]2[CH2:21][CH2:20][CH2:19][CH2:18][CH2:17]2)[C:10]2[CH:15]=[CH:14][CH:13]=[CH:12][CH:11]=2)=[N:4][C:5](Cl)=[N:6][CH:7]=1.[C:22]([O:26][C:27]([N:29]1[CH2:34][CH2:33][N:32]([C:35]2[CH:40]=[CH:39][C:38]([NH2:41])=[CH:37][CH:36]=2)[CH2:31][CH2:30]1)=[O:28])([CH3:25])([CH3:24])[CH3:23]. The catalyst is O1CCOCC1.C(OCC)(=O)C. The product is [C:22]([O:26][C:27]([N:29]1[CH2:34][CH2:33][N:32]([C:35]2[CH:36]=[CH:37][C:38]([NH:41][C:5]3[N:4]=[C:3]([N:9]([CH:16]4[CH2:21][CH2:20][CH2:19][CH2:18][CH2:17]4)[C:10]4[CH:15]=[CH:14][CH:13]=[CH:12][CH:11]=4)[C:2]([Br:1])=[CH:7][N:6]=3)=[CH:39][CH:40]=2)[CH2:31][CH2:30]1)=[O:28])([CH3:25])([CH3:23])[CH3:24]. The yield is 0.330.